This data is from NCI-60 drug combinations with 297,098 pairs across 59 cell lines. The task is: Regression. Given two drug SMILES strings and cell line genomic features, predict the synergy score measuring deviation from expected non-interaction effect. (1) Drug 1: C1=CC=C(C=C1)NC(=O)CCCCCCC(=O)NO. Drug 2: C1=NNC2=C1C(=O)NC=N2. Cell line: SN12C. Synergy scores: CSS=11.7, Synergy_ZIP=-5.42, Synergy_Bliss=1.01, Synergy_Loewe=-11.2, Synergy_HSA=-0.409. (2) Drug 1: C1=CC(=CC=C1CCCC(=O)O)N(CCCl)CCCl. Drug 2: CC(C)NC(=O)C1=CC=C(C=C1)CNNC.Cl. Cell line: MDA-MB-435. Synergy scores: CSS=-2.86, Synergy_ZIP=-1.37, Synergy_Bliss=-4.48, Synergy_Loewe=-7.82, Synergy_HSA=-7.14. (3) Drug 1: CC1=C(C=C(C=C1)NC(=O)C2=CC=C(C=C2)CN3CCN(CC3)C)NC4=NC=CC(=N4)C5=CN=CC=C5. Drug 2: CN(C(=O)NC(C=O)C(C(C(CO)O)O)O)N=O. Cell line: RPMI-8226. Synergy scores: CSS=10.1, Synergy_ZIP=0.978, Synergy_Bliss=1.38, Synergy_Loewe=6.81, Synergy_HSA=2.20. (4) Drug 1: C1CN(P(=O)(OC1)NCCCl)CCCl. Drug 2: CC12CCC3C(C1CCC2OP(=O)(O)O)CCC4=C3C=CC(=C4)OC(=O)N(CCCl)CCCl.[Na+]. Cell line: SNB-75. Synergy scores: CSS=20.6, Synergy_ZIP=3.74, Synergy_Bliss=8.10, Synergy_Loewe=1.47, Synergy_HSA=6.98. (5) Drug 1: CC1C(C(CC(O1)OC2CC(CC3=C2C(=C4C(=C3O)C(=O)C5=C(C4=O)C(=CC=C5)OC)O)(C(=O)C)O)N)O.Cl. Drug 2: C1CN1P(=S)(N2CC2)N3CC3. Cell line: OVCAR-5. Synergy scores: CSS=8.92, Synergy_ZIP=-7.44, Synergy_Bliss=-12.0, Synergy_Loewe=-23.6, Synergy_HSA=-12.4. (6) Drug 1: COC1=CC(=CC(=C1O)OC)C2C3C(COC3=O)C(C4=CC5=C(C=C24)OCO5)OC6C(C(C7C(O6)COC(O7)C8=CC=CS8)O)O. Drug 2: CC1=C2C(C(=O)C3(C(CC4C(C3C(C(C2(C)C)(CC1OC(=O)C(C(C5=CC=CC=C5)NC(=O)C6=CC=CC=C6)O)O)OC(=O)C7=CC=CC=C7)(CO4)OC(=O)C)O)C)OC(=O)C. Cell line: NCIH23. Synergy scores: CSS=70.1, Synergy_ZIP=3.85, Synergy_Bliss=4.35, Synergy_Loewe=4.27, Synergy_HSA=6.59. (7) Drug 1: C1=CC=C(C(=C1)C(C2=CC=C(C=C2)Cl)C(Cl)Cl)Cl. Drug 2: C(CC(=O)O)C(=O)CN.Cl. Cell line: OVCAR-4. Synergy scores: CSS=6.27, Synergy_ZIP=-2.66, Synergy_Bliss=-4.44, Synergy_Loewe=-8.02, Synergy_HSA=-4.89. (8) Drug 1: C1C(C(OC1N2C=C(C(=O)NC2=O)F)CO)O. Drug 2: C1C(C(OC1N2C=NC(=NC2=O)N)CO)O. Cell line: NCI-H460. Synergy scores: CSS=71.8, Synergy_ZIP=6.07, Synergy_Bliss=7.54, Synergy_Loewe=4.78, Synergy_HSA=9.68. (9) Drug 1: CN1C(=O)N2C=NC(=C2N=N1)C(=O)N. Drug 2: CCN(CC)CCNC(=O)C1=C(NC(=C1C)C=C2C3=C(C=CC(=C3)F)NC2=O)C. Cell line: NCI/ADR-RES. Synergy scores: CSS=-3.48, Synergy_ZIP=5.24, Synergy_Bliss=5.05, Synergy_Loewe=-0.877, Synergy_HSA=-1.99.